From a dataset of Peptide-MHC class I binding affinity with 185,985 pairs from IEDB/IMGT. Regression. Given a peptide amino acid sequence and an MHC pseudo amino acid sequence, predict their binding affinity value. This is MHC class I binding data. (1) The peptide sequence is FLALVSNRV. The MHC is HLA-A02:01 with pseudo-sequence HLA-A02:01. The binding affinity (normalized) is 0.814. (2) The MHC is HLA-A25:01 with pseudo-sequence HLA-A25:01. The peptide sequence is IFIRTIYYH. The binding affinity (normalized) is 0.0847.